This data is from Full USPTO retrosynthesis dataset with 1.9M reactions from patents (1976-2016). The task is: Predict the reactants needed to synthesize the given product. (1) Given the product [F:1][C:2]1[CH:7]=[CH:6][C:5]([CH:8]2[NH:9][C:10](=[O:29])[NH:11][CH:12]3[CH2:18][N:19]([C:20]4[CH:21]=[C:22]5[C:26](=[CH:27][CH:28]=4)[NH:25][N:24]=[CH:23]5)[C:14](=[O:16])[CH:13]23)=[CH:4][CH:3]=1, predict the reactants needed to synthesize it. The reactants are: [F:1][C:2]1[CH:7]=[CH:6][C:5]([CH:8]2[C:13]([C:14]([O:16]C)=O)=[C:12]([CH2:18][NH:19][C:20]3[CH:21]=[C:22]4[C:26](=[CH:27][CH:28]=3)[NH:25][N:24]=[CH:23]4)[NH:11][C:10](=[O:29])[NH:9]2)=[CH:4][CH:3]=1.[OH-].[Na+].N=C=N. (2) Given the product [CH2:30]([S:6][C:7]1[N:8]([C:17]2[CH:18]=[CH:19][C:20]([O:23][CH2:24][C:25]([F:28])([F:27])[F:26])=[CH:21][CH:22]=2)[C:9](=[O:16])[C:10]2[NH:15][CH:14]=[CH:13][C:11]=2[N:12]=1)[CH2:31][CH3:32], predict the reactants needed to synthesize it. The reactants are: C(=O)([O-])O.[Na+].[S:6]=[C:7]1[NH:12][C:11]2[CH:13]=[CH:14][NH:15][C:10]=2[C:9](=[O:16])[N:8]1[C:17]1[CH:22]=[CH:21][C:20]([O:23][CH2:24][C:25]([F:28])([F:27])[F:26])=[CH:19][CH:18]=1.I[CH2:30][CH2:31][CH3:32].CN(C)C=O. (3) Given the product [CH:18]1([CH2:17][NH:16][C:14]([C:11]2[CH:12]=[CH:13][C:8]([C:6]3[C:5]([CH3:21])=[CH:4][CH:3]=[C:2]([NH:1][C:30](=[O:31])[C:29]4[CH:33]=[CH:34][CH:35]=[C:27]([C:24]5[CH:25]=[CH:26][O:22][CH:23]=5)[CH:28]=4)[CH:7]=3)=[CH:9][CH:10]=2)=[O:15])[CH2:20][CH2:19]1, predict the reactants needed to synthesize it. The reactants are: [NH2:1][C:2]1[CH:3]=[CH:4][C:5]([CH3:21])=[C:6]([C:8]2[CH:13]=[CH:12][C:11]([C:14]([NH:16][CH2:17][CH:18]3[CH2:20][CH2:19]3)=[O:15])=[CH:10][CH:9]=2)[CH:7]=1.[O:22]1[CH:26]=[CH:25][C:24]([C:27]2[CH:28]=[C:29]([CH:33]=[CH:34][CH:35]=2)[C:30](O)=[O:31])=[CH:23]1.CN(C(ON1N=NC2C=CC=NC1=2)=[N+](C)C)C.F[P-](F)(F)(F)(F)F.C1C=CC2N(O)N=NC=2C=1.CCN(C(C)C)C(C)C. (4) Given the product [CH3:15][CH2:2][N:1]([CH:10]([CH3:14])[CH3:11])[CH:5]([CH3:6])[CH3:4], predict the reactants needed to synthesize it. The reactants are: [N:1]1[C:5]2[CH:6]=CC=C[C:4]=2N[CH:2]=1.[CH2:10]1[CH2:14]OC[CH2:11]1.[CH3:15]N(C=O)C.